This data is from Forward reaction prediction with 1.9M reactions from USPTO patents (1976-2016). The task is: Predict the product of the given reaction. (1) Given the reactants [Cl:1][C:2]1[C:3]([N:11]([CH2:13][C:14]2[CH:15]=[C:16]([CH:21]=[CH:22][CH:23]=2)[C:17]([O:19][CH3:20])=[O:18])[CH3:12])=[N:4][CH:5]=[C:6]([N+:8]([O-])=O)[CH:7]=1.S(S([O-])=O)([O-])=O.[Na+].[Na+], predict the reaction product. The product is: [NH2:8][C:6]1[CH:7]=[C:2]([Cl:1])[C:3]([N:11]([CH2:13][C:14]2[CH:15]=[C:16]([CH:21]=[CH:22][CH:23]=2)[C:17]([O:19][CH3:20])=[O:18])[CH3:12])=[N:4][CH:5]=1. (2) Given the reactants [C:1]([C:5]1[C:6]([OH:16])=[C:7]([S:12](Cl)(=[O:14])=[O:13])[CH:8]=[C:9]([CH3:11])[CH:10]=1)([CH3:4])([CH3:3])[CH3:2].[I:17][C:18]1[CH:24]=[CH:23][C:21]([NH2:22])=[CH:20][CH:19]=1, predict the reaction product. The product is: [C:1]([C:5]1[C:6]([OH:16])=[C:7]([S:12]([NH:22][C:21]2[CH:23]=[CH:24][C:18]([I:17])=[CH:19][CH:20]=2)(=[O:14])=[O:13])[CH:8]=[C:9]([CH3:11])[CH:10]=1)([CH3:4])([CH3:3])[CH3:2]. (3) Given the reactants [CH2:1]([O:3][C:4]1[CH:9]=[CH:8][CH:7]=[C:6]([CH:10]=O)[C:5]=1[B:12]([OH:14])[OH:13])[CH3:2].[OH-].[Na+].[N+:17]([CH3:20])([O-:19])=[O:18].Cl, predict the reaction product. The product is: [CH2:1]([O:3][C:4]1[C:5]2[B:12]([OH:13])[O:14][CH:10]([CH2:20][N+:17]([O-:19])=[O:18])[C:6]=2[CH:7]=[CH:8][CH:9]=1)[CH3:2]. (4) Given the reactants [I:1][C:2]1[C:10]([CH3:11])=[CH:9][CH:8]=[CH:7][C:3]=1[C:4]([OH:6])=[O:5].[CH2:12](Cl)Cl.CO, predict the reaction product. The product is: [I:1][C:2]1[C:10]([CH3:11])=[CH:9][CH:8]=[CH:7][C:3]=1[C:4]([O:6][CH3:12])=[O:5]. (5) Given the reactants [NH2:1][C:2]1[N:3]=[C:4]([N:22]2[CH2:27][CH2:26][CH:25]([O:28][C:29]3[CH:34]=[CH:33][CH:32]=[CH:31][C:30]=3[C:35]([F:38])([F:37])[F:36])[CH2:24][CH2:23]2)[S:5][C:6]=1[C:7]([NH:9][C:10]([C:12]1[CH:21]=[CH:20][C:15]([C:16]([O:18][CH3:19])=[O:17])=[CH:14][N:13]=1)=O)=[O:8].C12(CS(O)(=O)=O)C(C)(C)C(CC1)CC2=O.C([O-])(O)=O.[Na+], predict the reaction product. The product is: [O:8]=[C:7]1[NH:9][C:10]([C:12]2[CH:21]=[CH:20][C:15]([C:16]([O:18][CH3:19])=[O:17])=[CH:14][N:13]=2)=[N:1][C:2]2[N:3]=[C:4]([N:22]3[CH2:27][CH2:26][CH:25]([O:28][C:29]4[CH:34]=[CH:33][CH:32]=[CH:31][C:30]=4[C:35]([F:36])([F:37])[F:38])[CH2:24][CH2:23]3)[S:5][C:6]1=2. (6) Given the reactants Br[C:2]1[CH:7]=[CH:6][N:5]=[C:4]([S:8][CH3:9])[N:3]=1.C(=O)([O-])[O-].[K+].[K+].[C:16]1([CH3:25])[CH:21]=[CH:20][CH:19]=[CH:18][C:17]=1B(O)O, predict the reaction product. The product is: [CH3:9][S:8][C:4]1[N:3]=[C:2]([C:17]2[CH:18]=[CH:19][CH:20]=[CH:21][C:16]=2[CH3:25])[CH:7]=[CH:6][N:5]=1. (7) Given the reactants [CH2:1]([N:8]1[CH2:12][CH2:11][C@@H:10]([N:13]([C:21]2[CH:26]=[N:25][CH:24]=[C:23](Cl)[N:22]=2)[C:14](=[O:20])[O:15][C:16]([CH3:19])([CH3:18])[CH3:17])[CH2:9]1)[C:2]1[CH:7]=[CH:6][CH:5]=[CH:4][CH:3]=1.[C:28]([O:32][CH2:33][CH3:34])(=[O:31])[CH:29]=[CH2:30].CC1C=CC=CC=1P(C1C=CC=CC=1C)C1C=CC=CC=1C.C(N(CC)C(C)C)(C)C, predict the reaction product. The product is: [CH2:1]([N:8]1[CH2:12][CH2:11][C@@H:10]([N:13]([C:14]([O:15][C:16]([CH3:19])([CH3:18])[CH3:17])=[O:20])[C:21]2[N:22]=[C:23](/[CH:30]=[CH:29]/[C:28]([O:32][CH2:33][CH3:34])=[O:31])[CH:24]=[N:25][CH:26]=2)[CH2:9]1)[C:2]1[CH:7]=[CH:6][CH:5]=[CH:4][CH:3]=1. (8) Given the reactants [F:1][C:2]1[CH:11]=[CH:10][CH:9]=[C:8]2[C:3]=1[CH:4]=[C:5]([NH:13]C(=O)C)[C:6]([CH3:12])=[N:7]2.Cl, predict the reaction product. The product is: [F:1][C:2]1[CH:11]=[CH:10][CH:9]=[C:8]2[C:3]=1[CH:4]=[C:5]([NH2:13])[C:6]([CH3:12])=[N:7]2. (9) Given the reactants [IH:1].[NH:2]1[CH2:6][CH2:5][N:4]=[C:3]1[NH:7][C:8]([CH3:12])([CH3:11])[CH2:9]O.S(Cl)([Cl:15])=O, predict the reaction product. The product is: [IH:1].[Cl:15][CH2:9][C:8]([NH:7][C:3]1[NH:2][CH2:6][CH2:5][N:4]=1)([CH3:12])[CH3:11].